Dataset: Forward reaction prediction with 1.9M reactions from USPTO patents (1976-2016). Task: Predict the product of the given reaction. (1) Given the reactants [CH3:1][C:2]1[C:10]2[C:5](=[N:6][CH:7]=[CH:8][CH:9]=2)[NH:4][N:3]=1.[CH3:11][C:12]([O:15][C:16](O[C:16]([O:15][C:12]([CH3:14])([CH3:13])[CH3:11])=[O:17])=[O:17])([CH3:14])[CH3:13].CCN(CC)CC, predict the reaction product. The product is: [CH3:1][C:2]1[C:10]2[C:5](=[N:6][CH:7]=[CH:8][CH:9]=2)[N:4]([C:16]([O:15][C:12]([CH3:14])([CH3:13])[CH3:11])=[O:17])[N:3]=1. (2) Given the reactants Br[CH2:2][C:3]([C:5]1[S:9][C:8]([NH:10][CH3:11])=[N:7][C:6]=1[CH3:12])=[O:4].[C-:13]#[N:14].[Na+], predict the reaction product. The product is: [CH3:12][C:6]1[N:7]=[C:8]([NH:10][CH3:11])[S:9][C:5]=1[C:3](=[O:4])[CH2:2][C:13]#[N:14].